From a dataset of Reaction yield outcomes from USPTO patents with 853,638 reactions. Predict the reaction yield, written as a fraction of the theoretical maximum amount of product (1.0 means a 100% yield; for example, 0.34 means a 34% yield). (1) The reactants are [SiH](CC)(CC)CC.B(F)(F)F.C[CH2:13][O:14]CC.[Br:17][C:18]1[CH:19]=[CH:20][C:21]([Cl:37])=[C:22]([C:26]([C:28]2[CH:33]=[CH:32][C:31]([O:34][CH2:35][CH3:36])=[CH:30][CH:29]=2)=O)[C:23]=1OC.C(=O)([O-])[O-].[Na+].[Na+]. The catalyst is C(Cl)(Cl)Cl.C(#N)C. The product is [Br:17][C:18]1[C:19]([O:14][CH3:13])=[CH:20][C:21]([Cl:37])=[C:22]([CH2:26][C:28]2[CH:29]=[CH:30][C:31]([O:34][CH2:35][CH3:36])=[CH:32][CH:33]=2)[CH:23]=1. The yield is 0.990. (2) The reactants are [C:1]([C:3]1[CH:8]=[CH:7][C:6](B(O)O)=[CH:5][CH:4]=1)#[N:2].Br[C:13]1[CH:18]=[CH:17][C:16]([OH:19])=[C:15]([CH3:20])[CH:14]=1. No catalyst specified. The product is [OH:19][C:16]1[CH:17]=[CH:18][C:13]([C:6]2[CH:7]=[CH:8][C:3]([C:1]#[N:2])=[CH:4][CH:5]=2)=[CH:14][C:15]=1[CH3:20]. The yield is 0.500. (3) The reactants are [CH2:1]([O:4][C:5]1([CH3:55])[CH2:10][CH2:9][N:8]([C:11]2[N:16]3[CH:17]=[C:18]([C:20]4[CH:21]=[C:22]([C:26]5[CH:31]=[C:30]([O:32][C:33]([F:36])([F:35])[F:34])[CH:29]=[CH:28][C:27]=5[O:37][C@H:38]([CH2:40][CH:41]=C)[CH3:39])[CH:23]=[CH:24][CH:25]=4)[N:19]=[C:15]3[C:14]([CH3:43])=[C:13]([CH3:44])[C:12]=2[C@H:45]([O:50][C:51]([CH3:54])([CH3:53])[CH3:52])[C:46]([O:48][CH3:49])=[O:47])[CH2:7][CH2:6]1)[CH:2]=C.O.[BH4-].C([N+](CCCC)(CCCC)CCCC)CCC. The catalyst is ClCCCl.CC1C=C(C)C(N2C(=[Ru](Cl)(Cl)=CC3C=CC=CC=3OC(C)C)N(C3C(C)=CC(C)=CC=3C)CC2)=C(C)C=1.C(Cl)Cl. The product is [C:51]([O:50][C@@H:45]([C:12]1[C:13]([CH3:44])=[C:14]([CH3:43])[C:15]2=[N:19][C:18]3=[CH:17][N:16]2[C:11]=1[N:8]1[CH2:9][CH2:10][C:5]([CH3:55])([O:4][CH2:1][CH2:2][CH2:41][CH2:40][C@H:38]([CH3:39])[O:37][C:27]2[CH:28]=[CH:29][C:30]([O:32][C:33]([F:34])([F:35])[F:36])=[CH:31][C:26]=2[C:22]2[CH:21]=[C:20]3[CH:25]=[CH:24][CH:23]=2)[CH2:6][CH2:7]1)[C:46]([O:48][CH3:49])=[O:47])([CH3:52])([CH3:53])[CH3:54]. The yield is 0.380. (4) The reactants are C(Cl)CCl.C1C=NC2N(O)N=NC=2C=1.[NH2:15][C:16]1[CH:17]=[N:18][CH:19]=[CH:20][C:21]=1[N:22]1[CH2:27][C@H:26]([CH3:28])[C@H:25]([N:29]=[N+]=[N-])[C@H:24]([NH:32][C:33](=[O:39])[O:34][C:35]([CH3:38])([CH3:37])[CH3:36])[CH2:23]1.[F:40][C:41]1[CH:46]=[CH:45][CH:44]=[C:43]([F:47])[C:42]=1[C:48]1[N:53]=[C:52]([C:54](O)=[O:55])[CH:51]=[CH:50][C:49]=1[F:57].[N-]=[N+]=[N-]. The catalyst is CN(C=O)C.O.CC(O)C.[Pd]. The product is [NH2:29][C@H:25]1[C@@H:26]([CH3:28])[CH2:27][N:22]([C:21]2[CH:20]=[CH:19][N:18]=[CH:17][C:16]=2[NH:15][C:54](=[O:55])[C:52]2[CH:51]=[CH:50][C:49]([F:57])=[C:48]([C:42]3[C:41]([F:40])=[CH:46][CH:45]=[CH:44][C:43]=3[F:47])[N:53]=2)[CH2:23][C@H:24]1[NH:32][C:33](=[O:39])[O:34][C:35]([CH3:38])([CH3:37])[CH3:36]. The yield is 0.580.